From a dataset of Full USPTO retrosynthesis dataset with 1.9M reactions from patents (1976-2016). Predict the reactants needed to synthesize the given product. (1) Given the product [F:12][C:11]([F:14])([F:13])[C:9]1[CH:8]=[CH:7][NH:3][N:2]=1, predict the reactants needed to synthesize it. The reactants are: Cl.[NH2:2][NH2:3].CCO/[CH:7]=[CH:8]/[C:9]([C:11]([F:14])([F:13])[F:12])=O.FC(F)(F)C(Cl)=O.C(OCC)=C. (2) Given the product [CH2:23]([S:20]([N:17]1[CH2:18][CH2:19][CH:14]([C:5]2[C:4]3[C:8](=[C:9]([C:11]([NH2:13])=[O:12])[CH:10]=[C:2]([S:32][C:27]4[CH:28]=[CH:29][CH:30]=[CH:31][C:26]=4[F:25])[CH:3]=3)[NH:7][CH:6]=2)[CH2:15][CH2:16]1)(=[O:22])=[O:21])[CH3:24], predict the reactants needed to synthesize it. The reactants are: Br[C:2]1[CH:3]=[C:4]2[C:8](=[C:9]([C:11]([NH2:13])=[O:12])[CH:10]=1)[NH:7][CH:6]=[C:5]2[CH:14]1[CH2:19][CH2:18][N:17]([S:20]([CH2:23][CH3:24])(=[O:22])=[O:21])[CH2:16][CH2:15]1.[F:25][C:26]1[CH:31]=[CH:30][CH:29]=[CH:28][C:27]=1[SH:32].C(O)CO.C(=O)([O-])[O-].[K+].[K+]. (3) The reactants are: Cl[C:2]1[CH:7]=[C:6]([NH:8][C:9]2[CH:13]=[C:12]([CH:14]3[CH2:16][CH2:15]3)[NH:11][N:10]=2)[C:5]([N+:17]([O-:19])=[O:18])=[CH:4][N:3]=1.[F:20][C:21]1[CH:26]=[CH:25][C:24]([C@@H:27]([NH2:29])[CH3:28])=[CH:23][CH:22]=1.CCN(C(C)C)C(C)C. Given the product [CH:14]1([C:12]2[NH:11][N:10]=[C:9]([NH:8][C:6]3[C:5]([N+:17]([O-:19])=[O:18])=[CH:4][N:3]=[C:2]([NH:29][C@H:27]([C:24]4[CH:25]=[CH:26][C:21]([F:20])=[CH:22][CH:23]=4)[CH3:28])[CH:7]=3)[CH:13]=2)[CH2:16][CH2:15]1, predict the reactants needed to synthesize it. (4) The reactants are: [CH3:1][O:2][C:3]1[CH:12]=[CH:11][CH:10]=[C:9]2[C:4]=1[CH2:5][CH2:6][CH2:7][C:8]2=[O:13].[N-:14]=[N+]=[N-].[Na+]. Given the product [CH3:1][O:2][C:3]1[C:4]2[CH2:5][CH2:6][CH2:7][C:8](=[O:13])[NH:14][C:9]=2[CH:10]=[CH:11][CH:12]=1, predict the reactants needed to synthesize it. (5) Given the product [CH3:1][C:2]1([CH3:9])[CH2:7][CH2:6][CH:5]([N:20]2[CH2:19][CH2:18][N:17]([C:15]([O:14][C:10]([CH3:13])([CH3:12])[CH3:11])=[O:16])[CH2:22][CH2:21]2)[CH2:4][CH2:3]1, predict the reactants needed to synthesize it. The reactants are: [CH3:1][C:2]1([CH3:9])[CH2:7][CH2:6][C:5](=O)[CH2:4][CH2:3]1.[C:10]([O:14][C:15]([N:17]1[CH2:22][CH2:21][NH:20][CH2:19][CH2:18]1)=[O:16])([CH3:13])([CH3:12])[CH3:11].C(O)(=O)C.C(O[BH-](OC(=O)C)OC(=O)C)(=O)C.[Na+]. (6) Given the product [Cl:1][C:2]1[C:3]([NH:25][C:26]2[CH:30]=[C:29]([CH3:31])[NH:28][N:27]=2)=[N:4][C:5]([NH:8][C:9]2[C:10]([F:24])=[CH:11][C:12]([CH:16]3[CH2:21][CH2:20][N+:19]([O-:40])([CH2:22][CH3:23])[CH2:18][CH2:17]3)=[C:13]([CH3:15])[CH:14]=2)=[N:6][CH:7]=1, predict the reactants needed to synthesize it. The reactants are: [Cl:1][C:2]1[C:3]([NH:25][C:26]2[CH:30]=[C:29]([CH3:31])[NH:28][N:27]=2)=[N:4][C:5]([NH:8][C:9]2[CH:14]=[C:13]([CH3:15])[C:12]([CH:16]3[CH2:21][CH2:20][N:19]([CH2:22][CH3:23])[CH2:18][CH2:17]3)=[CH:11][C:10]=2[F:24])=[N:6][CH:7]=1.C1C=C(Cl)C=C(C(OO)=[O:40])C=1.